Dataset: Full USPTO retrosynthesis dataset with 1.9M reactions from patents (1976-2016). Task: Predict the reactants needed to synthesize the given product. Given the product [CH2:12]([O:11][C:9](=[O:10])[CH:8]([NH2:14])[C:6]#[N:7])[CH3:13], predict the reactants needed to synthesize it. The reactants are: C(=O)(O)[O-].[Na+].[C:6]([C:8](=[N:14]O)[C:9]([O:11][CH2:12][CH3:13])=[O:10])#[N:7].S(S([O-])=O)([O-])=O.[Na+].[Na+].II.